Dataset: Forward reaction prediction with 1.9M reactions from USPTO patents (1976-2016). Task: Predict the product of the given reaction. (1) Given the reactants [CH2:1]([O:3][C:4]1[CH:9]=[CH:8][CH:7]=[CH:6][C:5]=1[CH2:10][CH2:11][NH2:12])[CH3:2].[OH:13][C:14]1[CH:19]=[CH:18][C:17]([CH2:20][CH2:21][C:22](O)=[O:23])=[CH:16][CH:15]=1.F[B-](F)(F)F.N1(OC(N(C)C)=[N+](C)C)C2C=CC=CC=2N=N1.C(N(C(C)C)CC)(C)C, predict the reaction product. The product is: [CH2:1]([O:3][C:4]1[CH:9]=[CH:8][CH:7]=[CH:6][C:5]=1[CH2:10][CH2:11][NH:12][C:22](=[O:23])[CH2:21][CH2:20][C:17]1[CH:18]=[CH:19][C:14]([OH:13])=[CH:15][CH:16]=1)[CH3:2]. (2) Given the reactants [C:1]([N:8]1[CH2:13][CH2:12][N:11]([C:14]2[CH:22]=[CH:21][C:17]([C:18]([OH:20])=O)=[CH:16][C:15]=2[C:23]([F:26])([F:25])[F:24])[CH2:10][CH2:9]1)([O:3][C:4]([CH3:7])([CH3:6])[CH3:5])=[O:2].CN(C(ON1N=NC2C=CC=CC1=2)=[N+](C)C)C.[B-](F)(F)(F)F.CN1CCOCC1.[Cl:56][C:57]1[CH:68]=[CH:67][C:60]2[NH:61][C:62]([C@@H:64]([NH2:66])[CH3:65])=[N:63][C:59]=2[CH:58]=1, predict the reaction product. The product is: [C:1]([N:8]1[CH2:13][CH2:12][N:11]([C:14]2[CH:22]=[CH:21][C:17]([C:18]([NH:66][C@H:64]([C:62]3[NH:61][C:60]4[CH:67]=[CH:68][C:57]([Cl:56])=[CH:58][C:59]=4[N:63]=3)[CH3:65])=[O:20])=[CH:16][C:15]=2[C:23]([F:26])([F:24])[F:25])[CH2:10][CH2:9]1)([O:3][C:4]([CH3:7])([CH3:5])[CH3:6])=[O:2]. (3) The product is: [Cl:8][C:5]1[CH:6]=[CH:7][C:2]([NH:1][S:29]([C:23]2[CH:24]=[CH:25][C:26]([O:27][CH3:28])=[C:21]([O:20][CH3:19])[CH:22]=2)(=[O:31])=[O:30])=[C:3]([CH:9]([C:11]2[CH:16]=[CH:15][CH:14]=[C:13]([O:17][CH3:18])[CH:12]=2)[OH:10])[CH:4]=1. Given the reactants [NH2:1][C:2]1[CH:7]=[CH:6][C:5]([Cl:8])=[CH:4][C:3]=1[CH:9]([C:11]1[CH:16]=[CH:15][CH:14]=[C:13]([O:17][CH3:18])[CH:12]=1)[OH:10].[CH3:19][O:20][C:21]1[CH:22]=[C:23]([S:29](Cl)(=[O:31])=[O:30])[CH:24]=[CH:25][C:26]=1[O:27][CH3:28], predict the reaction product. (4) Given the reactants [NH2:1][C:2]1[CH:7]=[C:6]([O:8][CH3:9])[C:5]([O:10][CH3:11])=[CH:4][C:3]=1[C:12](=[O:22])[CH2:13][C:14]1[CH:19]=[CH:18][C:17]([Cl:20])=[C:16]([Cl:21])[CH:15]=1.[Br:23][CH2:24][C:25](Br)=[O:26], predict the reaction product. The product is: [Br:23][CH2:24][C:25]([NH:1][C:2]1[CH:7]=[C:6]([O:8][CH3:9])[C:5]([O:10][CH3:11])=[CH:4][C:3]=1[C:12](=[O:22])[CH2:13][C:14]1[CH:19]=[CH:18][C:17]([Cl:20])=[C:16]([Cl:21])[CH:15]=1)=[O:26]. (5) Given the reactants [S:1]1[CH:5]=[CH:4][C:3]([C:6]([OH:8])=O)=[CH:2]1.Cl.[CH3:10][NH:11][CH3:12].C1CCC(N=C=NC2CCCCC2)CC1.C(N(CC)CC)C, predict the reaction product. The product is: [CH3:10][N:11]([CH3:12])[C:6]([C:3]1[CH:4]=[CH:5][S:1][CH:2]=1)=[O:8]. (6) Given the reactants I[C:2]1[CH:3]=[C:4]([C:8]2[CH:13]=[CH:12][CH:11]=[CH:10][CH:9]=2)[CH:5]=[CH:6][CH:7]=1.[C:14](=[O:17])([O-])O.[Na+].[CH3:19][CH2:20]OC(C)=O, predict the reaction product. The product is: [C:4]1([C:8]2[CH:13]=[CH:12][CH:11]=[CH:10][CH:9]=2)[CH:5]=[CH:6][CH:7]=[C:2]([CH2:19][CH2:20][CH:14]=[O:17])[CH:3]=1. (7) Given the reactants [CH3:1][C:2]1([CH3:16])[C:6]([CH3:8])([CH3:7])[O:5][B:4]([C:9]2[CH:15]=[CH:14][CH:13]=[CH:12][C:10]=2[NH2:11])[O:3]1.[CH2:17]([S:19](Cl)(=[O:21])=[O:20])[CH3:18], predict the reaction product. The product is: [CH3:8][C:6]1([CH3:7])[C:2]([CH3:16])([CH3:1])[O:3][B:4]([C:9]2[CH:15]=[CH:14][CH:13]=[CH:12][C:10]=2[NH:11][S:19]([CH2:17][CH3:18])(=[O:21])=[O:20])[O:5]1. (8) Given the reactants [NH2:1][CH2:2][CH2:3][CH2:4][N:5]1[C:14]2[C:9](=[N:10][CH:11]=[C:12]([CH2:15][C:16]3[CH:21]=[CH:20][C:19]([F:22])=[CH:18][CH:17]=3)[CH:13]=2)[C:8]([OH:23])=[C:7]([C:24]([NH:26][CH2:27][CH2:28][O:29][CH2:30][CH3:31])=[O:25])[C:6]1=[O:32].[C:33](OC(=O)C)(=[O:35])[CH3:34], predict the reaction product. The product is: [C:33]([NH:1][CH2:2][CH2:3][CH2:4][N:5]1[C:14]2[C:9](=[N:10][CH:11]=[C:12]([CH2:15][C:16]3[CH:17]=[CH:18][C:19]([F:22])=[CH:20][CH:21]=3)[CH:13]=2)[C:8]([OH:23])=[C:7]([C:24]([NH:26][CH2:27][CH2:28][O:29][CH2:30][CH3:31])=[O:25])[C:6]1=[O:32])(=[O:35])[CH3:34]. (9) The product is: [Br:1][C:2]1[CH:7]=[CH:6][C:5]([N:8]2[C:28]([C:27]([OH:25])=[O:29])=[C:15]3[C:10]([CH:11]=[C:12]([N+:22]([O-:24])=[O:23])[C:13]([CH:19]4[CH2:21][CH2:20]4)=[CH:14]3)=[N:9]2)=[CH:4][CH:3]=1. Given the reactants [Br:1][C:2]1[CH:7]=[CH:6][C:5]([N:8]2C(C#N)=[C:15]3[C:10]([CH:11]=[C:12]([N+:22]([O-:24])=[O:23])[C:13]([CH:19]4[CH2:21][CH2:20]4)=[CH:14]3)=[N:9]2)=[CH:4][CH:3]=1.[OH-:25].[Na+].[CH2:27]([OH:29])[CH3:28], predict the reaction product.